From a dataset of Full USPTO retrosynthesis dataset with 1.9M reactions from patents (1976-2016). Predict the reactants needed to synthesize the given product. (1) Given the product [F:16][C:13]1[CH:14]=[CH:15][C:10]([CH2:9][N:31]2[C:32](=[O:33])[N:28]([C:20]3[S:21][C:22]([C:23]([O:25][CH2:26][CH3:27])=[O:24])=[C:18]([CH3:17])[N:19]=3)[CH:29]=[N:30]2)=[CH:11][CH:12]=1, predict the reactants needed to synthesize it. The reactants are: BrCC1CC1(F)F.Br[CH2:9][C:10]1[CH:15]=[CH:14][C:13]([F:16])=[CH:12][CH:11]=1.[CH3:17][C:18]1[N:19]=[C:20]([N:28]2[C:32](=[O:33])[NH:31][N:30]=[CH:29]2)[S:21][C:22]=1[C:23]([O:25][CH2:26][CH3:27])=[O:24]. (2) Given the product [CH:1]([O:4][C:5]1[CH:6]=[CH:7][C:8]([C:11]2[O:15][N:14]=[C:13]([C:16]3[CH:21]=[CH:20][C:19]([CH:22]=[O:23])=[CH:18][CH:17]=3)[N:12]=2)=[CH:9][CH:10]=1)([CH3:3])[CH3:2], predict the reactants needed to synthesize it. The reactants are: [CH:1]([O:4][C:5]1[CH:10]=[CH:9][C:8]([C:11]2[O:15][N:14]=[C:13]([C:16]3[CH:21]=[CH:20][C:19]([CH2:22][OH:23])=[CH:18][CH:17]=3)[N:12]=2)=[CH:7][CH:6]=1)([CH3:3])[CH3:2].C(C1C=CC(C2N=C(C3C=CC(C=O)=NC=3)ON=2)=CC=1)C(C)C. (3) The reactants are: [C@H:1]1([NH:11][C:12]2[O:13][CH2:14][C:15]3[CH:21]=[C:20]([NH2:22])[CH:19]=[CH:18][C:16]=3[N:17]=2)[C:10]2[C:5](=[CH:6][CH:7]=[CH:8][CH:9]=2)[CH2:4][CH2:3][CH2:2]1.[CH3:23][N:24]1[CH2:29][CH2:28][N:27]([S:30](Cl)(=[O:32])=[O:31])[CH2:26][CH2:25]1. Given the product [C@H:1]1([NH:11][C:12]2[O:13][CH2:14][C:15]3[CH:21]=[C:20]([NH:22][S:30]([N:27]4[CH2:28][CH2:29][N:24]([CH3:23])[CH2:25][CH2:26]4)(=[O:32])=[O:31])[CH:19]=[CH:18][C:16]=3[N:17]=2)[C:10]2[C:5](=[CH:6][CH:7]=[CH:8][CH:9]=2)[CH2:4][CH2:3][CH2:2]1, predict the reactants needed to synthesize it. (4) Given the product [CH:18]([N:7]1[C:8]2[C:13](=[CH:12][CH:11]=[C:10]([C:14]([F:17])([F:16])[F:15])[CH:9]=2)[C:5]([C:3]([OH:4])=[O:23])=[CH:6]1)([CH3:20])[CH3:19], predict the reactants needed to synthesize it. The reactants are: FC(F)(F)[C:3]([C:5]1[C:13]2[C:8](=[CH:9][C:10]([C:14]([F:17])([F:16])[F:15])=[CH:11][CH:12]=2)[N:7]([CH:18]([CH3:20])[CH3:19])[CH:6]=1)=[O:4].[OH-:23].[Na+].